This data is from Full USPTO retrosynthesis dataset with 1.9M reactions from patents (1976-2016). The task is: Predict the reactants needed to synthesize the given product. (1) Given the product [CH3:37][O:38][C:39](=[O:47])[CH2:40][C:41]([CH3:46])([CH3:45])[CH2:42][CH2:43][N:18]1[C:19]2[C:20](=[CH:21][C:22]3[CH2:23][O:24][CH2:25][C:26]=3[CH:27]=2)[C@@H:14]([N:7]([CH2:6][C:5]2[CH:28]=[C:29]([C:31]([F:32])([F:33])[F:34])[CH:30]=[C:3]([C:2]([F:1])([F:35])[F:36])[CH:4]=2)[C:8]2[N:9]=[N:10][N:11]([CH3:13])[N:12]=2)[CH2:15][CH2:16][CH2:17]1, predict the reactants needed to synthesize it. The reactants are: [F:1][C:2]([F:36])([F:35])[C:3]1[CH:4]=[C:5]([CH:28]=[C:29]([C:31]([F:34])([F:33])[F:32])[CH:30]=1)[CH2:6][N:7]([C@@H:14]1[C:20]2=[CH:21][C:22]3[CH2:23][O:24][CH2:25][C:26]=3[CH:27]=[C:19]2[NH:18][CH2:17][CH2:16][CH2:15]1)[C:8]1[N:9]=[N:10][N:11]([CH3:13])[N:12]=1.[CH3:37][O:38][C:39](=[O:47])[CH2:40][C:41]([CH3:46])([CH3:45])[CH2:42][CH:43]=O.C(O)(=O)C.C(O[BH-](OC(=O)C)OC(=O)C)(=O)C.[Na+]. (2) The reactants are: [C:1]1([CH:11]=O)[C:10]2[C:5](=[CH:6][CH:7]=[CH:8][CH:9]=2)[CH:4]=[CH:3][CH:2]=1.CC([O-])=O.[Na+].[NH:18]([CH3:20])[CH3:19].Cl.CC(O)=O.[BH-](OC(C)=O)(OC(C)=O)OC(C)=O.[Na+]. Given the product [CH3:19][N:18]([CH3:20])[CH2:11][C:1]1[C:10]2[C:5](=[CH:6][CH:7]=[CH:8][CH:9]=2)[CH:4]=[CH:3][CH:2]=1, predict the reactants needed to synthesize it. (3) Given the product [ClH:26].[NH2:34][CH2:35][CH2:36][N:37]([CH:38]1[CH2:43][CH2:42][N:41]([CH2:44][C:45]([F:48])([F:46])[F:47])[CH2:40][CH2:39]1)[S:23]([C:20]1[CH:21]=[CH:22][C:17]([NH:16][C:12]2[N:11]=[C:10]([NH:9][C:6]3[CH:7]=[CH:8][C:3]([F:2])=[C:4]([CH3:27])[CH:5]=3)[CH:15]=[CH:14][N:13]=2)=[CH:18][CH:19]=1)(=[O:25])=[O:24], predict the reactants needed to synthesize it. The reactants are: Cl.[F:2][C:3]1[CH:8]=[CH:7][C:6]([NH:9][C:10]2[CH:15]=[CH:14][N:13]=[C:12]([NH:16][C:17]3[CH:22]=[CH:21][C:20]([S:23]([Cl:26])(=[O:25])=[O:24])=[CH:19][CH:18]=3)[N:11]=2)=[CH:5][C:4]=1[CH3:27].C(OC(=O)[NH:34][CH2:35][CH2:36][NH:37][CH:38]1[CH2:43][CH2:42][N:41]([CH2:44][C:45]([F:48])([F:47])[F:46])[CH2:40][CH2:39]1)(C)(C)C. (4) Given the product [OH:60][C:53]1[C:52]([CH2:51][NH:50][C:14](=[O:16])[C:13]2[CH:12]=[CH:11][C:10]([S:7]([C:1]3[CH:2]=[CH:3][CH:4]=[CH:5][CH:6]=3)(=[O:8])=[O:9])=[CH:18][CH:17]=2)=[C:57]([CH3:58])[CH:56]=[C:55]([CH3:59])[N:54]=1, predict the reactants needed to synthesize it. The reactants are: [C:1]1([S:7]([C:10]2[CH:18]=[CH:17][C:13]([C:14]([OH:16])=O)=[CH:12][CH:11]=2)(=[O:9])=[O:8])[CH:6]=[CH:5][CH:4]=[CH:3][CH:2]=1.F[P-](F)(F)(F)(F)F.N1(OC(N(C)C)=[N+](C)C)C2N=CC=CC=2N=N1.C(N(CC)CC)C.[NH2:50][CH2:51][C:52]1[C:53]([OH:60])=[N:54][C:55]([CH3:59])=[CH:56][C:57]=1[CH3:58]. (5) The reactants are: FC(F)(F)S(O[C:7]1[CH:15]=[C:14]2[C:10]([C:11]([C:26](=[O:37])[NH:27][CH2:28][C:29]3[CH:34]=[CH:33][C:32]([F:35])=[C:31]([F:36])[CH:30]=3)=[C:12]([CH:23]([CH3:25])[CH3:24])[N:13]2[CH2:16][C:17]2[CH:22]=[CH:21][CH:20]=[CH:19][N:18]=2)=[CH:9][CH:8]=1)(=O)=O.[Li+].[Cl-].C([O-])([O-])=O.[Na+].[Na+].[N:48]1[CH:53]=[C:52](B(O)O)[CH:51]=[N:50][CH:49]=1. Given the product [F:36][C:31]1[CH:30]=[C:29]([CH:34]=[CH:33][C:32]=1[F:35])[CH2:28][NH:27][C:26]([C:11]1[C:10]2[C:14](=[CH:15][C:7]([C:52]3[CH:53]=[N:48][CH:49]=[N:50][CH:51]=3)=[CH:8][CH:9]=2)[N:13]([CH2:16][C:17]2[CH:22]=[CH:21][CH:20]=[CH:19][N:18]=2)[C:12]=1[CH:23]([CH3:24])[CH3:25])=[O:37], predict the reactants needed to synthesize it. (6) Given the product [CH3:1][C@@H:2]1[N:23]2[CH:22]=[C:21]([C:24]([OH:26])=[O:25])[C:19]([C:7]3=[CH:8][C:9]([F:18])=[C:10]([N:11]4[CH2:16][CH2:15][N:14]([CH3:17])[CH2:13][CH2:12]4)[C:5](=[C:6]23)[O:4][CH2:3]1)=[O:20].[CH3:1][C@@H:2]1[N:23]2[CH:22]=[C:21]([C:24]([OH:26])=[O:25])[C:19]([C:7]3=[CH:8][C:9]([F:18])=[C:10]([N:11]4[CH2:16][CH2:15][N:14]([CH3:17])[CH2:13][CH2:12]4)[C:5](=[C:6]23)[O:4][CH2:3]1)=[O:20].[OH2:28], predict the reactants needed to synthesize it. The reactants are: [CH3:1][C@@H:2]1[N:23]2[C:6]3[C:7]([C:19]([C:21]([C:24]([OH:26])=[O:25])=[CH:22]2)=[O:20])=[CH:8][C:9]([F:18])=[C:10]([N:11]2[CH2:16][CH2:15][N:14]([CH3:17])[CH2:13][CH2:12]2)[C:5]=3[O:4][CH2:3]1.S(S([O-])=O)([O-])(=O)=[O:28].[Na+].[Na+].